This data is from Full USPTO retrosynthesis dataset with 1.9M reactions from patents (1976-2016). The task is: Predict the reactants needed to synthesize the given product. (1) The reactants are: Cl.C(OC([N:9]([CH2:17][CH2:18][CH2:19][CH2:20][CH2:21][CH2:22][CH2:23][CH2:24][CH:25]=[CH:26][C:27]1[CH:32]=[CH:31][C:30]([O:33][CH2:34][C:35]2[CH:40]=[CH:39][CH:38]=[CH:37][CH:36]=2)=[C:29]([C@@H:41]([C:51]2[CH:56]=[CH:55][CH:54]=[CH:53][CH:52]=2)[CH2:42][CH2:43][N:44]([CH:48]([CH3:50])[CH3:49])[CH:45]([CH3:47])[CH3:46])[CH:28]=1)C(OC(C)(C)C)=O)=O)(C)(C)C. Given the product [NH3:9].[CH2:34]([O:33][C:30]1[CH:31]=[CH:32][C:27]([CH:26]=[CH:25][CH2:24][CH2:23][CH2:22][CH2:21][CH2:20][CH2:19][CH2:18][CH2:17][NH2:9])=[CH:28][C:29]=1[C@@H:41]([C:51]1[CH:52]=[CH:53][CH:54]=[CH:55][CH:56]=1)[CH2:42][CH2:43][N:44]([CH:45]([CH3:46])[CH3:47])[CH:48]([CH3:50])[CH3:49])[C:35]1[CH:36]=[CH:37][CH:38]=[CH:39][CH:40]=1, predict the reactants needed to synthesize it. (2) Given the product [CH:28]1([CH2:34][C@H:35]([N:39]2[CH2:47][C:46]3[C:41](=[CH:42][CH:43]=[CH:44][C:45]=3[Cl:48])[C:40]2=[O:49])[C:36]([NH:50][C:51]2[CH:56]=[N:55][CH:54]=[CH:53][N:52]=2)=[O:38])[CH2:29][CH2:30][CH2:31][CH2:32][CH2:33]1, predict the reactants needed to synthesize it. The reactants are: F[P-](F)(F)(F)(F)F.N1(O[P+](N(C)C)(N(C)C)N(C)C)C2C=CC=CC=2N=N1.[CH:28]1([CH2:34][C@H:35]([N:39]2[CH2:47][C:46]3[C:41](=[CH:42][CH:43]=[CH:44][C:45]=3[Cl:48])[C:40]2=[O:49])[C:36]([OH:38])=O)[CH2:33][CH2:32][CH2:31][CH2:30][CH2:29]1.[NH2:50][C:51]1[CH:56]=[N:55][CH:54]=[CH:53][N:52]=1.C1(C[C@H](N2CC3C(=CC=CC=3)C2=O)C(NC2SC=CN=2)=O)CCCCC1. (3) Given the product [C:13]1([CH:7]([C:1]2[CH:2]=[CH:3][CH:4]=[CH:5][CH:6]=2)[C@@H:8]([O:12][CH2:23][CH:22]=[CH2:21])[CH2:9][CH:10]=[CH2:11])[CH:14]=[CH:15][CH:16]=[CH:17][CH:18]=1, predict the reactants needed to synthesize it. The reactants are: [C:1]1([CH:7]([C:13]2[CH:18]=[CH:17][CH:16]=[CH:15][CH:14]=2)[C@@H:8]([OH:12])[CH2:9][CH:10]=[CH2:11])[CH:6]=[CH:5][CH:4]=[CH:3][CH:2]=1.[H-].[Na+].[CH2:21](Br)[CH:22]=[CH2:23]. (4) Given the product [CH3:1][O:2][C:3]1[CH:4]=[C:5]2[C:10](=[CH:11][C:12]=1[O:13][CH3:14])[CH:9]([CH2:15][CH2:16][C:17]1[CH:18]=[N:19][C:20]([C:23]([F:25])([F:26])[F:24])=[CH:21][CH:22]=1)[N:8]([CH:27]([C:31]1[CH:36]=[CH:35][CH:34]=[CH:33][CH:32]=1)[C:28]([NH:43][CH3:42])=[O:30])[CH2:7][CH2:6]2, predict the reactants needed to synthesize it. The reactants are: [CH3:1][O:2][C:3]1[CH:4]=[C:5]2[C:10](=[CH:11][C:12]=1[O:13][CH3:14])[CH:9]([CH2:15][CH2:16][C:17]1[CH:18]=[N:19][C:20]([C:23]([F:26])([F:25])[F:24])=[CH:21][CH:22]=1)[N:8]([CH:27]([C:31]1[CH:36]=[CH:35][CH:34]=[CH:33][CH:32]=1)[C:28]([OH:30])=O)[CH2:7][CH2:6]2.Cl.CN.C1C[N:43]([P+](ON2N=NC3C=CC=CC2=3)(N2CCCC2)N2CCCC2)[CH2:42]C1.F[P-](F)(F)(F)(F)F.CCN(C(C)C)C(C)C. (5) Given the product [CH3:15][O:14][C:12](=[O:13])[C:11]1[CH:16]=[CH:17][C:18]([CH3:20])=[CH:19][C:10]=1[O:9][CH:21]([CH3:23])[CH3:22], predict the reactants needed to synthesize it. The reactants are: N(C([O-])=O)=NC([O-])=O.[OH:9][C:10]1[CH:19]=[C:18]([CH3:20])[CH:17]=[CH:16][C:11]=1[C:12]([O:14][CH3:15])=[O:13].[CH:21](O)([CH3:23])[CH3:22].C1COCC1. (6) The reactants are: [H-].[Na+].[CH3:3][C:4]1([C:7]([O:9]C)=O)[CH2:6][CH2:5]1.[C:11](#[N:13])[CH3:12].O. Given the product [CH3:3][C:4]1([C:7](=[O:9])[CH2:12][C:11]#[N:13])[CH2:6][CH2:5]1, predict the reactants needed to synthesize it. (7) Given the product [CH3:37][NH:38][C:31](=[O:35])[C:32]([N:24]([C:19]1[CH:20]=[CH:21][CH:22]=[CH:23][C:18]=1[C:2](=[O:1])[CH2:3][CH2:4][CH:5]1[CH2:10][CH2:9][N:8]([C:11]([O:13][C:14]([CH3:17])([CH3:15])[CH3:16])=[O:12])[CH2:7][CH2:6]1)[C:25]1[CH:30]=[CH:29][CH:28]=[CH:27][CH:26]=1)=[O:33], predict the reactants needed to synthesize it. The reactants are: [O:1]=[C:2]([C:18]1[CH:23]=[CH:22][CH:21]=[CH:20][C:19]=1[NH:24][C:25]1[CH:30]=[CH:29][CH:28]=[CH:27][CH:26]=1)[CH2:3][CH2:4][CH:5]1[CH2:10][CH2:9][N:8]([C:11]([O:13][C:14]([CH3:17])([CH3:16])[CH3:15])=[O:12])[CH2:7][CH2:6]1.[C:31](Cl)(=[O:35])[C:32](Cl)=[O:33].[CH3:37][NH2:38].